This data is from Reaction yield outcomes from USPTO patents with 853,638 reactions. The task is: Predict the reaction yield, written as a fraction of the theoretical maximum amount of product (1.0 means a 100% yield; for example, 0.34 means a 34% yield). (1) The reactants are [CH:1]1[C:10]2[C@@H:11]3[CH2:16][NH:15][CH2:14][CH2:13][C@@H:12]3[N:8]3[C:9]=2[C:4]([CH2:5][CH2:6][CH2:7]3)=[CH:3][CH:2]=1.Cl[CH2:18][CH2:19][CH2:20][C:21]([C:23]1[CH:28]=[CH:27][CH:26]=[CH:25][C:24]=1[NH2:29])=[O:22].C([O-])([O-])=O.[K+].[K+]. No catalyst specified. The product is [CH:1]1[C:10]2[C@@H:11]3[CH2:16][N:15]([CH2:18][CH2:19][CH2:20][C:21]([C:23]4[CH:28]=[CH:27][CH:26]=[CH:25][C:24]=4[NH2:29])=[O:22])[CH2:14][CH2:13][C@@H:12]3[N:8]3[C:9]=2[C:4]([CH2:5][CH2:6][CH2:7]3)=[CH:3][CH:2]=1. The yield is 0.160. (2) The reactants are [F:1][C@H:2]1[CH2:6][NH:5][C@H:4]([C:7]([OH:9])=[O:8])[CH2:3]1.[CH2:10]=O.Cl. The catalyst is [Pd]. The product is [F:1][C@H:2]1[CH2:6][N:5]([CH3:10])[C@H:4]([C:7]([OH:9])=[O:8])[CH2:3]1. The yield is 0.540. (3) The reactants are [OH:1][C:2]1[CH:7]=[C:6]([CH3:8])[C:5]([C:9]2[C:13](=[O:14])[CH2:12][CH:11]([CH2:15][CH2:16][NH:17][C:18]([C:20]3[CH:25]=[CH:24][CH:23]=[CH:22][N:21]=3)=[O:19])[C:10]=2[O:26][CH3:27])=[C:4]([CH3:28])[CH:3]=1.[Cl:29][C:30]1[C:31](F)=[N:32][CH:33]=[C:34]([C:36]([F:39])([F:38])[F:37])[CH:35]=1.C(=O)([O-])[O-].[K+].[K+]. The catalyst is CS(C)=O. The product is [Cl:29][C:30]1[C:31]([O:1][C:2]2[CH:7]=[C:6]([CH3:8])[C:5]([C:9]3[C:13](=[O:14])[CH2:12][CH:11]([CH2:15][CH2:16][NH:17][C:18]([C:20]4[CH:25]=[CH:24][CH:23]=[CH:22][N:21]=4)=[O:19])[C:10]=3[O:26][CH3:27])=[C:4]([CH3:28])[CH:3]=2)=[N:32][CH:33]=[C:34]([C:36]([F:38])([F:37])[F:39])[CH:35]=1. The yield is 0.950.